Dataset: Reaction yield outcomes from USPTO patents with 853,638 reactions. Task: Predict the reaction yield, written as a fraction of the theoretical maximum amount of product (1.0 means a 100% yield; for example, 0.34 means a 34% yield). The reactants are [CH3:1][C:2]([O:5][C:6]([NH:8][CH2:9][CH2:10][C@@H:11]([NH:15][C:16]([O:18][CH2:19][C:20]1[CH:25]=[CH:24][CH:23]=[CH:22][CH:21]=1)=[O:17])[C:12](O)=[O:13])=[O:7])([CH3:4])[CH3:3].C1CCC(NC2CCCCC2)CC1.ClC(OCC)=O.CN1CCOCC1.[BH4-].[Na+]. The catalyst is C1COCC1.CO. The product is [OH:13][CH2:12][C@H:11]([NH:15][C:16]([O:18][CH2:19][C:20]1[CH:21]=[CH:22][CH:23]=[CH:24][CH:25]=1)=[O:17])[CH2:10][CH2:9][NH:8][C:6](=[O:7])[O:5][C:2]([CH3:3])([CH3:1])[CH3:4]. The yield is 0.830.